Dataset: Catalyst prediction with 721,799 reactions and 888 catalyst types from USPTO. Task: Predict which catalyst facilitates the given reaction. Reactant: [CH:1]1([NH:6][C:7]([NH:9][C:10](=[O:20])[C:11]2[CH:16]=[C:15]([F:17])[C:14]([F:18])=[CH:13][C:12]=2F)=[O:8])[CH2:5][CH2:4][CH2:3][CH2:2]1.C[Si]([N-][Si](C)(C)C)(C)C.[K+].O1CCOCCOCCOCCOCCOCC1.C([O-])(=O)CC(CC([O-])=O)(C([O-])=O)O.Cl. Product: [CH:1]1([N:6]2[C:12]3[C:11](=[CH:16][C:15]([F:17])=[C:14]([F:18])[CH:13]=3)[C:10](=[O:20])[NH:9][C:7]2=[O:8])[CH2:5][CH2:4][CH2:3][CH2:2]1. The catalyst class is: 247.